The task is: Predict which catalyst facilitates the given reaction.. This data is from Catalyst prediction with 721,799 reactions and 888 catalyst types from USPTO. (1) Reactant: C1(C)C=CC=CC=1.[C:8]([N:10]=[C:11]([NH2:13])[NH2:12])#[N:9].[ClH:14].[CH3:15][NH:16][CH3:17].N#N. Product: [CH3:15][N:16]([C:8]([N:10]=[C:11]([NH2:13])[NH2:12])=[NH:9])[CH3:17].[ClH:14]. The catalyst class is: 24. (2) Reactant: Br[C:2]1[CH:3]=[C:4]2[C:9](=[CH:10][CH:11]=1)[C:8]([CH3:12])=[C:7]([O:13][CH2:14][C:15]#[N:16])[CH:6]=[CH:5]2.[O:17]1[C:21]2[CH:22]=[CH:23][CH:24]=[CH:25][C:20]=2[CH:19]=[C:18]1B(O)O.ClCCl.C(=O)([O-])[O-].[K+].[K+]. The catalyst class is: 117. Product: [O:17]1[C:21]2[CH:22]=[CH:23][CH:24]=[CH:25][C:20]=2[CH:19]=[C:18]1[C:2]1[CH:3]=[C:4]2[C:9](=[CH:10][CH:11]=1)[C:8]([CH3:12])=[C:7]([O:13][CH2:14][C:15]#[N:16])[CH:6]=[CH:5]2. (3) Reactant: [Cl:1][C:2]1[CH:3]=[C:4]([CH2:9][C:10]([OH:12])=[O:11])[CH:5]=[CH:6][C:7]=1[Cl:8].C([Li])CCC.Br[CH2:19][CH2:20][CH2:21][Cl:22]. Product: [Cl:22][CH2:21][CH2:20][CH2:19][CH:9]([C:4]1[CH:5]=[CH:6][C:7]([Cl:8])=[C:2]([Cl:1])[CH:3]=1)[C:10]([OH:12])=[O:11]. The catalyst class is: 295. (4) Reactant: [OH:1][CH2:2][CH2:3][CH2:4][O:5][C:6]1[CH:15]=[CH:14][C:13]2[C:8](=[CH:9][CH:10]=[CH:11][CH:12]=2)[CH:7]=1.[N:16]([CH2:19][CH2:20][CH2:21][S:22](Cl)(=[O:24])=[O:23])=[N+:17]=[N-:18].C(N(CC)CC)C. Product: [N:16]([CH2:19][CH2:20][CH2:21][S:22]([O:1][CH2:2][CH2:3][CH2:4][O:5][C:6]1[CH:15]=[CH:14][C:13]2[C:8](=[CH:9][CH:10]=[CH:11][CH:12]=2)[CH:7]=1)(=[O:24])=[O:23])=[N+:17]=[N-:18]. The catalyst class is: 4. (5) Reactant: [C:1]([C:3]1[C:4]([N:17]2[CH2:22][CH2:21][CH:20]([C:23]([OH:25])=O)[CH2:19][CH2:18]2)=[N:5][C:6]([CH3:16])=[C:7]([C:9]2[O:10][C:11]([CH2:14][CH3:15])=[CH:12][N:13]=2)[CH:8]=1)#[N:2].CN(C(ON1N=NC2C=CC=NC1=2)=[N+](C)C)C.F[P-](F)(F)(F)(F)F.CCN(C(C)C)C(C)C.[O:59]1[C:63]2[CH:64]=[CH:65][CH:66]=[CH:67][C:62]=2[C:61]([CH2:68][S:69]([NH2:72])(=[O:71])=[O:70])=[N:60]1. Product: [O:59]1[C:63]2[CH:64]=[CH:65][CH:66]=[CH:67][C:62]=2[C:61]([CH2:68][S:69]([NH:72][C:23]([CH:20]2[CH2:19][CH2:18][N:17]([C:4]3[C:3]([C:1]#[N:2])=[CH:8][C:7]([C:9]4[O:10][C:11]([CH2:14][CH3:15])=[CH:12][N:13]=4)=[C:6]([CH3:16])[N:5]=3)[CH2:22][CH2:21]2)=[O:25])(=[O:71])=[O:70])=[N:60]1. The catalyst class is: 3.